Dataset: Forward reaction prediction with 1.9M reactions from USPTO patents (1976-2016). Task: Predict the product of the given reaction. (1) Given the reactants [CH2:1]([O:8][C:9]([NH:11][C@H:12]([CH2:19][CH2:20]OS(C)(=O)=O)[CH2:13]OS(C)(=O)=O)=[O:10])[C:2]1[CH:7]=[CH:6][CH:5]=[CH:4][CH:3]=1.Cl.[NH2:27][OH:28].C([O-])(O)=O.[Na+], predict the reaction product. The product is: [CH2:1]([O:8][C:9]([NH:11][C@@H:12]1[CH2:19][CH2:20][N:27]([OH:28])[CH2:13]1)=[O:10])[C:2]1[CH:7]=[CH:6][CH:5]=[CH:4][CH:3]=1. (2) Given the reactants [CH2:1]([O:3][C:4]([C:6]1[C:10](Br)=[C:9]([C:12]2[CH:17]=[CH:16][C:15]([Cl:18])=[CH:14][CH:13]=2)[N:8]([C:19]2[CH:24]=[CH:23][CH:22]=[CH:21][C:20]=2[Cl:25])[N:7]=1)=[O:5])[CH3:2].[CH2:26](C([Sn])=C(CCCC)CCCC)[CH2:27]CC, predict the reaction product. The product is: [CH2:1]([O:3][C:4]([C:6]1[C:10]([CH:26]=[CH2:27])=[C:9]([C:12]2[CH:17]=[CH:16][C:15]([Cl:18])=[CH:14][CH:13]=2)[N:8]([C:19]2[CH:24]=[CH:23][CH:22]=[CH:21][C:20]=2[Cl:25])[N:7]=1)=[O:5])[CH3:2]. (3) Given the reactants C1([C@H:7]([C:9](O)=[O:10])N)C=CC=CC=1.ClC(OCC)=O.C1(C)C=CC=CC=1.[CH2:25]([O:27][C:28]([NH:30][C@H:31]([C:35]1[CH:40]=[CH:39][CH:38]=[CH:37][CH:36]=1)[C:32](O)=O)=[O:29])C, predict the reaction product. The product is: [C:35]1([C:31]23[CH2:32][C:9](=[O:10])[CH2:7][N:30]2[C:28](=[O:29])[O:27][CH2:25]3)[CH:36]=[CH:37][CH:38]=[CH:39][CH:40]=1. (4) Given the reactants [O:1]1[C:6]2([CH2:11][CH2:10][N:9]([C:12]([O:14][C:15]([CH3:18])([CH3:17])[CH3:16])=[O:13])[CH2:8][CH2:7]2)[CH2:5][NH:4][CH2:3][CH2:2]1.[OH-].[Na+].Cl[C:22]([O:24][CH2:25][C:26]1[CH:31]=[CH:30][CH:29]=[CH:28][CH:27]=1)=[O:23], predict the reaction product. The product is: [O:1]1[C:6]2([CH2:11][CH2:10][N:9]([C:12]([O:14][C:15]([CH3:18])([CH3:17])[CH3:16])=[O:13])[CH2:8][CH2:7]2)[CH2:5][N:4]([C:22]([O:24][CH2:25][C:26]2[CH:31]=[CH:30][CH:29]=[CH:28][CH:27]=2)=[O:23])[CH2:3][CH2:2]1.